Dataset: Catalyst prediction with 721,799 reactions and 888 catalyst types from USPTO. Task: Predict which catalyst facilitates the given reaction. (1) Reactant: [Cl:1][CH2:2][C:3]1[CH:10]=[CH:9][C:6]([CH2:7]O)=[CH:5][CH:4]=1.O.C(=O)([O-])O.[Na+].CN(S(F)(F)[F:21])C. Product: [Cl:1][CH2:2][C:3]1[CH:10]=[CH:9][C:6]([CH2:7][F:21])=[CH:5][CH:4]=1. The catalyst class is: 4. (2) Reactant: [Cl:1][C:2]1[CH:7]=[CH:6][CH:5]=[CH:4][C:3]=1[C:8]1[CH:9]=[N:10][C:11]2[N:12]([N:21]=[C:22]([S:29](=[O:33])(=[O:32])[NH:30][CH3:31])[C:23]=2[C:24]([O:26]CC)=[O:25])[C:13]=1[C:14]1[CH:19]=[CH:18][C:17]([Cl:20])=[CH:16][CH:15]=1.[OH-].[Na+].Cl. Product: [C:24]([C:23]1[C:22]([S:29](=[O:33])(=[O:32])[NH:30][CH3:31])=[N:21][N:12]2[C:13]([C:14]3[CH:19]=[CH:18][C:17]([Cl:20])=[CH:16][CH:15]=3)=[C:8]([C:3]3[CH:4]=[CH:5][CH:6]=[CH:7][C:2]=3[Cl:1])[CH:9]=[N:10][C:11]=12)([OH:26])=[O:25]. The catalyst class is: 199. (3) Product: [NH:25]=[C:18]([N:19]1[CH2:20][CH2:21][O:22][CH2:23][CH2:24]1)[C:14]1[CH:13]=[CH:12][CH:11]=[C:10]2[C:15]=1[CH2:16][CH2:17][NH:8][CH2:9]2. Reactant: C(OC([N:8]1[CH2:17][CH2:16][C:15]2[C:10](=[CH:11][CH:12]=[CH:13][C:14]=2[C:18](=[NH:25])[N:19]2[CH2:24][CH2:23][O:22][CH2:21][CH2:20]2)[CH2:9]1)=O)(C)(C)C. The catalyst class is: 330. (4) Reactant: [NH:1]1[C:9]2[C:4](=[N:5][CH:6]=[CH:7][CH:8]=2)[C:3]([C:10]([OH:12])=O)=[CH:2]1.Cl.[NH2:14][CH:15]1[CH2:20][CH2:19][O:18][CH2:17][CH:16]1[OH:21].F[P-](F)(F)(F)(F)F.N1(O[P+](N(C)C)(N(C)C)N(C)C)C2C=CC=CC=2N=N1.C(N(CC)CC)C. Product: [OH:21][CH:16]1[CH:15]([NH:14][C:10]([C:3]2[C:4]3=[N:5][CH:6]=[CH:7][CH:8]=[C:9]3[NH:1][CH:2]=2)=[O:12])[CH2:20][CH2:19][O:18][CH2:17]1. The catalyst class is: 4. (5) Reactant: [Cl:1][C:2]1[CH:3]=[C:4]([N:23]([CH2:41][CH3:42])[C@H:24]2[CH2:29][CH2:28][C@H:27]([N:30]([CH2:32][C:33]3[CH:38]=[CH:37][C:36]([O:39][CH3:40])=[CH:35][CH:34]=3)[CH3:31])[CH2:26][CH2:25]2)[C:5]([CH3:22])=[C:6]([CH:21]=1)[C:7]([NH:9][CH2:10][C:11]1[C:12]([O:19]C)=[N:13][N:14]([CH2:17][CH3:18])[C:15]=1[CH3:16])=[O:8].C(=O)(O)[O-].[Na+]. Product: [Cl:1][C:2]1[CH:3]=[C:4]([N:23]([CH2:41][CH3:42])[C@H:24]2[CH2:25][CH2:26][C@H:27]([N:30]([CH2:32][C:33]3[CH:38]=[CH:37][C:36]([O:39][CH3:40])=[CH:35][CH:34]=3)[CH3:31])[CH2:28][CH2:29]2)[C:5]([CH3:22])=[C:6]([CH:21]=1)[C:7]([NH:9][CH2:10][C:11]1[C:12](=[O:19])[NH:13][N:14]([CH2:17][CH3:18])[C:15]=1[CH3:16])=[O:8]. The catalyst class is: 33. (6) Reactant: [C:1]([O:8][CH2:9][CH3:10])(=[O:7])[CH2:2][CH2:3][C:4]([CH3:6])=[O:5].[CH2:11](O)[CH2:12][OH:13].C1(C)C=CC(S(O)(=O)=O)=CC=1.[NH+]1C=CC=CC=1.O. Product: [CH3:6][C:4]1([CH2:3][CH2:2][C:1]([O:8][CH2:9][CH3:10])=[O:7])[O:13][CH2:12][CH2:11][O:5]1. The catalyst class is: 11. (7) Reactant: C[O:2][C:3]([CH:5]1[CH:9]([C:10](OC)=[O:11])[CH2:8][N:7]([CH2:14][C:15]2[CH:20]=[CH:19][CH:18]=[CH:17][CH:16]=2)[CH2:6]1)=O.[H-].[H-].[H-].[H-].[Li+].[Al+3].O.[OH-].[Na+]. Product: [CH2:14]([N:7]1[CH2:8][CH:9]([CH2:10][OH:11])[CH:5]([CH2:3][OH:2])[CH2:6]1)[C:15]1[CH:16]=[CH:17][CH:18]=[CH:19][CH:20]=1. The catalyst class is: 1.